Regression. Given two drug SMILES strings and cell line genomic features, predict the synergy score measuring deviation from expected non-interaction effect. From a dataset of NCI-60 drug combinations with 297,098 pairs across 59 cell lines. Drug 1: C1=CC(=CC=C1CCC2=CNC3=C2C(=O)NC(=N3)N)C(=O)NC(CCC(=O)O)C(=O)O. Drug 2: C1=NC2=C(N1)C(=S)N=CN2. Cell line: HCT-15. Synergy scores: CSS=53.7, Synergy_ZIP=0.000371, Synergy_Bliss=-0.630, Synergy_Loewe=-9.08, Synergy_HSA=3.89.